This data is from Experimentally validated miRNA-target interactions with 360,000+ pairs, plus equal number of negative samples. The task is: Binary Classification. Given a miRNA mature sequence and a target amino acid sequence, predict their likelihood of interaction. (1) The miRNA is hsa-miR-4793-5p with sequence ACAUCCUGCUCCACAGGGCAGAGG. The protein sequence of the target gene is MDSSIHLSSLISRHDDEATRTSTSEGLEEGEVEGETLLIVESEDQASVDLSHDQSGDSLNSDEGDVSWMEEQLSYFCDKCQKWIPASQLREQLSYLKGDNFFRFTCSDCSADGKEQYERLKLTWQQVVMLAMYNLSLEGSGRQGYFRWKEDICAFIEKHWTFLLGNRKKTSTWWSTVAGCLSVGSPMYFRSGAQEFGEPGWWKLVHNKPPTMKPEGEKLSASTLKIKAASKPTLDPIITVEGLRKRASRNPVESAMELKEKRSRTQEAKDIRRAQKEAAGFLDRSTSSTPVKFISRGRRP.... Result: 1 (interaction). (2) The miRNA is hsa-let-7f-5p with sequence UGAGGUAGUAGAUUGUAUAGUU. The protein sequence of the target gene is MMTSVSSDHCRGAREKPQISAAQSTQPQKQVVQATAEQMRLAQVIFDKNDSDFEAKVKQLMEVTGKNQDECIVALHDCNGDVNKAINILLEGNSDTTSWETVGCKKKNFAKENSENKENREKKSEKESSRGRGNNNRKGRGGNRGREFRGEENGIDCNQVDKPSDRGKRARGRGFGRGRGRGAGRFSTQGMGTFNPADYSDSTSTDVCGTKLVVWEAAQNGADEGTELASNTHNIAQDLSNKSSYGLKGAWKNSVEEWTTEDWTEDLSETKVFTASSAPAENHILPGQSIDLVALLQKPV.... Result: 1 (interaction). (3) The miRNA is mmu-miR-1927 with sequence GACCUCUGGAUGUUAGGGACUGA. The protein sequence of the target gene is MKGRRRRRREYCKFALLLVLYTLVLLLVPSVLDGGRDGDKGAEHCPGLQRSLGVWSLEAAAAGEREQGAEARAAEEGGANQSPRFPSNLSGAVGEAVSREKQHIYVHATWRTGSSFLGELFNQHPDVFYLYEPMWHLWQALYPGDAESLQGALRDMLRSLFRCDFSVLRLYAPPGDPAARAPDTANLTTAALFRWRTNKVICSPPLCPGAPRARAEVGLVEDTACERSCPPVAIRALEAECRKYPVVVIKDVRLLDLGVLVPLLRDPGLNLKVVQLFRDPRAVHNSRLKSRQGLLRESIQ.... Result: 0 (no interaction). (4) The miRNA is cel-lsy-6-3p with sequence UUUUGUAUGAGACGCAUUUCGA. The protein sequence of the target gene is MEGSANQLQPLSETQVVNSEGGCVWQVTDMNRLRRFLCFGSEGGTYYIKEQKLGLENAEALIRLIEDGRGCEVIQEIKSFSQEGRTAKQEPLLFALAVCSQCADINTKQAAFKAVPEVCRIPTHLFTFIQFKKDLKESMKCGMWGRALRKAVADWYNEKGGMAVALVVTKYKQRNGWSHKDLLRLSHLKPSSEGLAIVTKYITKGWKEVHEEYKEKALSVEAEKLLKYLEAVEKVKRTKDDLEVIHLIEEHQLVREHLLTNHLKSKEVWKALLQEMPLTALLRNLGKMTANSVLEPGNSE.... Result: 0 (no interaction). (5) The miRNA is dme-miR-iab-4-5p with sequence ACGUAUACUGAAUGUAUCCUGA. The protein sequence of the target gene is MEEDIDTRKINNSFLRDHSYATEADIISTVEFNHTGELLATGDKGGRVVIFQREQESKNQVHRRGEYNVYSTFQSHEPEFDYLKSLEIEEKINKIRWLPQQNAAYFLLSTNDKTVKLWKVSERDKRPEGYNLKDEEGRLRDPATITTLRVPVLRPMDLMVEATPRRVFANAHTYHINSISVNSDYETYMSADDLRINLWNFEITNQSFNIVDIKPANMEELTEVITAAEFHPHHCNTFVYSSSKGTIRLCDMRASALCDRHTKFFEEPEDPSNRSFFSEIISSISDVKFSHSGRYIMTRD.... Result: 0 (no interaction).